This data is from Full USPTO retrosynthesis dataset with 1.9M reactions from patents (1976-2016). The task is: Predict the reactants needed to synthesize the given product. (1) The reactants are: [C:1]([N:4]1[C:12]2[CH:11]=[CH:10][CH:9]=[C:8]3[CH2:13][CH2:14][N:15](C(OC(C)(C)C)=O)[CH2:16][CH:6]([C:7]=23)[CH2:5]1)(=[O:3])[CH3:2].[ClH:24].C(OCC)(=O)C. Given the product [ClH:24].[N:4]1([C:1](=[O:3])[CH3:2])[C:12]2[CH:11]=[CH:10][CH:9]=[C:8]3[CH2:13][CH2:14][NH:15][CH2:16][CH:6]([C:7]=23)[CH2:5]1, predict the reactants needed to synthesize it. (2) Given the product [Cl:1][C:2]1[C:3]([O:9][C:10]2[CH:15]=[C:14]([O:16][CH2:17][CH2:18][O:19][CH3:20])[CH:13]=[CH:12][C:11]=2[CH2:21][CH2:22][C:23]([O:25][CH2:26][CH3:27])=[O:24])=[N:4][CH:5]=[C:6]([Cl:8])[CH:7]=1, predict the reactants needed to synthesize it. The reactants are: [Cl:1][C:2]1[C:3]([O:9][C:10]2[CH:15]=[C:14]([O:16][CH2:17][CH2:18][O:19][CH3:20])[CH:13]=[CH:12][C:11]=2/[CH:21]=[CH:22]/[C:23]([O:25][CH2:26][CH3:27])=[O:24])=[N:4][CH:5]=[C:6]([Cl:8])[CH:7]=1. (3) Given the product [O:11]=[C:10]1[O:12][C@H:7]([C@H:5]([CH2:4][OH:3])[OH:6])[C:8]([OH:14])=[C:9]1[OH:13], predict the reactants needed to synthesize it. The reactants are: CC1(C)[O:6][CH:5]([CH:7]2[O:12][C:10](=[O:11])[C:9]([OH:13])=[C:8]2[OH:14])[CH2:4][O:3]1.COCOCOC.